Dataset: Reaction yield outcomes from USPTO patents with 853,638 reactions. Task: Predict the reaction yield, written as a fraction of the theoretical maximum amount of product (1.0 means a 100% yield; for example, 0.34 means a 34% yield). (1) The catalyst is C(OCC)(=O)C. The yield is 0.990. The reactants are C(Cl)Cl.C[O:5][C:6](=[O:30])[C:7]1[CH:12]=[CH:11][CH:10]=[CH:9][C:8]=1[C:13](=[O:29])[C:14]1[CH:19]=[CH:18][C:17]([O:20][CH2:21][O:22][CH2:23][CH2:24][Si:25]([CH3:28])([CH3:27])[CH3:26])=[CH:16][CH:15]=1.C[Si](C)(C)[O-].[K+]. The product is [CH3:26][Si:25]([CH3:28])([CH3:27])[CH2:24][CH2:23][O:22][CH2:21][O:20][C:17]1[CH:18]=[CH:19][C:14]([C:13]([C:8]2[CH:9]=[CH:10][CH:11]=[CH:12][C:7]=2[C:6]([OH:30])=[O:5])=[O:29])=[CH:15][CH:16]=1. (2) The reactants are [CH2:1]([C@H:8]1[NH:13][C:12](=O)[CH2:11][N:10]([C:15]2[CH:20]=[CH:19][C:18]([O:21][CH3:22])=[C:17]([O:23][CH:24]3[CH2:28][CH2:27][CH2:26][CH2:25]3)[CH:16]=2)[CH2:9]1)[C:2]1[CH:7]=[CH:6][CH:5]=[CH:4][CH:3]=1.[H-].[Al+3].[Li+].[H-].[H-].[H-]. The catalyst is C1COCC1. The product is [CH2:1]([C@H:8]1[NH:13][CH2:12][CH2:11][N:10]([C:15]2[CH:20]=[CH:19][C:18]([O:21][CH3:22])=[C:17]([O:23][CH:24]3[CH2:28][CH2:27][CH2:26][CH2:25]3)[CH:16]=2)[CH2:9]1)[C:2]1[CH:3]=[CH:4][CH:5]=[CH:6][CH:7]=1. The yield is 0.650. (3) The catalyst is C1COCC1.CO.O. The yield is 0.820. The reactants are [C:1]1([S:7]([N:10]([CH2:34][C:35]2[CH:40]=[CH:39][CH:38]=[CH:37][CH:36]=2)[C:11]2[CH:12]=[C:13]([O:25]C(=O)C3C=CC=CC=3)[CH:14]=[CH:15][C:16]=2[O:17][CH2:18][C:19]2[CH:24]=[CH:23][CH:22]=[CH:21][CH:20]=2)(=[O:9])=[O:8])[CH:6]=[CH:5][CH:4]=[CH:3][CH:2]=1.[OH-].[Na+].Cl. The product is [CH2:34]([N:10]([C:11]1[CH:12]=[C:13]([OH:25])[CH:14]=[CH:15][C:16]=1[O:17][CH2:18][C:19]1[CH:24]=[CH:23][CH:22]=[CH:21][CH:20]=1)[S:7]([C:1]1[CH:2]=[CH:3][CH:4]=[CH:5][CH:6]=1)(=[O:9])=[O:8])[C:35]1[CH:40]=[CH:39][CH:38]=[CH:37][CH:36]=1.